From a dataset of Full USPTO retrosynthesis dataset with 1.9M reactions from patents (1976-2016). Predict the reactants needed to synthesize the given product. (1) Given the product [C:1]([C:5]1[CH:9]=[C:8]([NH:10][C:19]2[CH:28]=[C:27]([Cl:29])[CH:26]=[CH:25][C:20]=2[C:21]([O:23][CH3:24])=[O:22])[N:7]([C:11]2[CH:16]=[CH:15][CH:14]=[CH:13][C:12]=2[CH3:17])[N:6]=1)([CH3:4])([CH3:3])[CH3:2], predict the reactants needed to synthesize it. The reactants are: [C:1]([C:5]1[CH:9]=[C:8]([NH2:10])[N:7]([C:11]2[CH:16]=[CH:15][CH:14]=[CH:13][C:12]=2[CH3:17])[N:6]=1)([CH3:4])([CH3:3])[CH3:2].Br[C:19]1[CH:28]=[C:27]([Cl:29])[CH:26]=[CH:25][C:20]=1[C:21]([O:23][CH3:24])=[O:22]. (2) Given the product [CH2:20]([C:19]([C:16]1[CH:15]=[CH:14][C:13]([C:10]2[CH:9]=[CH:8][C:7]([CH2:6][C:5]([OH:39])=[O:4])=[CH:12][CH:11]=2)=[CH:18][CH:17]=1)([C:22]1[CH:27]=[CH:26][C:25](/[CH:28]=[CH:29]/[C:30]([CH2:31][CH3:32])([OH:33])[CH2:34][CH3:35])=[C:24]([CH3:36])[CH:23]=1)[CH2:37][CH3:38])[CH3:21], predict the reactants needed to synthesize it. The reactants are: [OH-].[Na+].C[O:4][C:5](=[O:39])[CH2:6][C:7]1[CH:12]=[CH:11][C:10]([C:13]2[CH:18]=[CH:17][C:16]([C:19]([CH2:37][CH3:38])([C:22]3[CH:27]=[CH:26][C:25](/[CH:28]=[CH:29]/[C:30]([CH2:34][CH3:35])([OH:33])[CH2:31][CH3:32])=[C:24]([CH3:36])[CH:23]=3)[CH2:20][CH3:21])=[CH:15][CH:14]=2)=[CH:9][CH:8]=1.[Cl-].[NH4+]. (3) Given the product [C:31]([O:20][NH:19][C:17](=[O:18])[CH2:16][CH:15]([C:9]1[CH:10]=[CH:11][C:12]([O:13][CH3:14])=[C:7]([O:6][CH:1]2[CH2:2][CH2:3][CH2:4][CH2:5]2)[CH:8]=1)[N:21]1[CH2:29][C:28]2[C:23](=[CH:24][CH:25]=[CH:26][CH:27]=2)[C:22]1=[O:30])(=[O:33])[CH3:32], predict the reactants needed to synthesize it. The reactants are: [CH:1]1([O:6][C:7]2[CH:8]=[C:9]([CH:15]([N:21]3[CH2:29][C:28]4[C:23](=[CH:24][CH:25]=[CH:26][CH:27]=4)[C:22]3=[O:30])[CH2:16][C:17]([NH:19][OH:20])=[O:18])[CH:10]=[CH:11][C:12]=2[O:13][CH3:14])[CH2:5][CH2:4][CH2:3][CH2:2]1.[C:31](OC(=O)C)(=[O:33])[CH3:32]. (4) The reactants are: [B-](F)(F)(F)F.N#[O+].[NH2:8][C:9]1[N:14]=[C:13]([C:15]2[CH:20]=[CH:19][C:18](N)=[CH:17][CH:16]=2)[N:12]=[C:11]([C:22]([O:24][CH3:25])=[O:23])[C:10]=1[CH:26]=[CH2:27].[I-:28].[Na+].[O-]S([O-])=O.[Na+].[Na+]. Given the product [NH2:8][C:9]1[N:14]=[C:13]([C:15]2[CH:20]=[CH:19][C:18]([I:28])=[CH:17][CH:16]=2)[N:12]=[C:11]([C:22]([O:24][CH3:25])=[O:23])[C:10]=1[CH:26]=[CH2:27], predict the reactants needed to synthesize it. (5) Given the product [CH:1]1([C:4]2[NH:8][C:7]3[CH:9]=[C:10]([C:14]4[C:15]([CH3:20])=[N:16][O:17][C:18]=4[CH3:19])[CH:11]=[C:12]([C:23]4[CH:24]=[CH:25][CH:26]=[CH:27][C:22]=4[CH3:21])[C:6]=3[N:5]=2)[CH2:3][CH2:2]1, predict the reactants needed to synthesize it. The reactants are: [CH:1]1([C:4]2[NH:8][C:7]3[CH:9]=[C:10]([C:14]4[C:15]([CH3:20])=[N:16][O:17][C:18]=4[CH3:19])[CH:11]=[C:12](I)[C:6]=3[N:5]=2)[CH2:3][CH2:2]1.[CH3:21][C:22]1[CH:27]=[CH:26][CH:25]=[CH:24][C:23]=1B(O)O.